From a dataset of Forward reaction prediction with 1.9M reactions from USPTO patents (1976-2016). Predict the product of the given reaction. (1) Given the reactants [CH3:1][C@@H:2]1[CH2:7][NH:6][CH2:5][CH2:4][NH:3]1.Br[C:9]1[CH:14]=[CH:13][C:12]([O:15][CH3:16])=[C:11]([O:17][CH3:18])[CH:10]=1.CC(C)([O-])C.[Na+].C1C=CC(P(C2C=CC3C(=CC=CC=3)C=2C2C3C(=CC=CC=3)C=CC=2P(C2C=CC=CC=2)C2C=CC=CC=2)C2C=CC=CC=2)=CC=1.C, predict the reaction product. The product is: [CH3:16][O:15][C:12]1[CH:13]=[C:14]([N:6]2[CH2:5][CH2:4][NH:3][C@H:2]([CH3:1])[CH2:7]2)[CH:9]=[CH:10][C:11]=1[O:17][CH3:18]. (2) The product is: [CH2:96]([P:87]([CH2:88][CH2:89][CH2:90][CH2:91][CH2:92][CH2:93][CH2:94][CH3:95])(=[O:104])[OH:7])[CH2:97][CH2:98][CH2:99][CH2:100][CH2:101][CH2:102][CH3:103]. Given the reactants C1([O:7]C2C=CC=CC=2)C=CC=CC=1.C(O)(=O)CCCCCCC/C=C\CCCCCCCC.C(N)CCCCCCC/C=C\CCCCCCCC.[Se].C(P(CCCCCCCC)CCCCCCCC)CCCCCCC.C([P:87](=[O:104])([CH2:96][CH2:97][CH2:98][CH2:99][CH2:100][CH2:101][CH2:102][CH3:103])[CH2:88][CH2:89][CH2:90][CH2:91][CH2:92][CH2:93][CH2:94][CH3:95])CCCCCCC, predict the reaction product.